Dataset: Catalyst prediction with 721,799 reactions and 888 catalyst types from USPTO. Task: Predict which catalyst facilitates the given reaction. Reactant: [NH2:1][C@H:2]([C:5]([OH:7])=[O:6])[CH2:3][SH:4].C(=O)([O-])[O-].[Na+].[Na+].Br[CH2:15][CH2:16][NH:17][C:18](=[O:23])[O:19][CH2:20][C:21]#[CH:22]. Product: [NH2:1][C@H:2]([CH2:3][S:4][CH2:15][CH2:16][NH:17][C:18]([O:19][CH2:20][C:21]#[CH:22])=[O:23])[C:5]([OH:7])=[O:6]. The catalyst class is: 38.